Task: Predict the product of the given reaction.. Dataset: Forward reaction prediction with 1.9M reactions from USPTO patents (1976-2016) (1) Given the reactants [S:1]1[CH:5]=[C:4]([NH:6][C:7](=[O:13])[O:8][C:9]([CH3:12])([CH3:11])[CH3:10])[N:3]=[CH:2]1.C[Si](C)(C)[N-][Si](C)(C)C.[Li+].[C:24]([C:26]1[CH:27]=[C:28]([S:33](Cl)(=[O:35])=[O:34])[CH:29]=[CH:30][C:31]=1[F:32])#[N:25].[Cl-].[NH4+], predict the reaction product. The product is: [C:24]([C:26]1[CH:27]=[C:28]([S:33]([N:6]([C:4]2[N:3]=[CH:2][S:1][CH:5]=2)[C:7](=[O:13])[O:8][C:9]([CH3:10])([CH3:12])[CH3:11])(=[O:35])=[O:34])[CH:29]=[CH:30][C:31]=1[F:32])#[N:25]. (2) Given the reactants C1(P(=O)(C2C=CC=CC=2)C2C=CC=CC=2)C=CC=CC=1.FC(F)(F)S(OS(C(F)(F)F)(=O)=O)(=O)=O.C([S:43][C:44]1([CH2:50][NH:51][C:52]([C:54]2[NH:55][C:56]3[C:61]([CH:62]=2)=[CH:60][C:59]([O:63][CH2:64][CH2:65][O:66][CH3:67])=[CH:58][C:57]=3[N:68]([CH3:78])[S:69]([C:72]2[CH:77]=[CH:76][CH:75]=[CH:74][N:73]=2)(=[O:71])=[O:70])=O)[CH2:49][CH2:48][S:47][CH2:46][CH2:45]1)C1C=CC=CC=1.C1(SC)C=CC=CC=1.C(=O)([O-])O.[Na+], predict the reaction product. The product is: [S:43]1[C:44]2([CH2:49][CH2:48][S:47][CH2:46][CH2:45]2)[CH2:50][N:51]=[C:52]1[C:54]1[NH:55][C:56]2[C:61]([CH:62]=1)=[CH:60][C:59]([O:63][CH2:64][CH2:65][O:66][CH3:67])=[CH:58][C:57]=2[N:68]([CH3:78])[S:69]([C:72]1[CH:77]=[CH:76][CH:75]=[CH:74][N:73]=1)(=[O:70])=[O:71].